Task: Predict the product of the given reaction.. Dataset: Forward reaction prediction with 1.9M reactions from USPTO patents (1976-2016) (1) The product is: [N:37]1[CH:36]=[CH:35][C:34]([C:11]2[C:12]([C:14]3[CH:19]=[CH:18][CH:17]=[C:16]([NH:20][C:21]([NH:23][C:24]4[CH:29]=[CH:28][C:27]([C:30]([F:31])([F:33])[F:32])=[CH:26][CH:25]=4)=[O:22])[CH:15]=3)=[N:13][N:7]3[C:6]([C:4]([NH2:40])=[O:3])=[CH:10][S:9][C:8]=23)=[CH:39][CH:38]=1. Given the reactants C([O:3][C:4]([C:6]1[N:7]2[N:13]=[C:12]([C:14]3[CH:19]=[CH:18][CH:17]=[C:16]([NH:20][C:21]([NH:23][C:24]4[CH:29]=[CH:28][C:27]([C:30]([F:33])([F:32])[F:31])=[CH:26][CH:25]=4)=[O:22])[CH:15]=3)[C:11]([C:34]3[CH:39]=[CH:38][N:37]=[CH:36][CH:35]=3)=[C:8]2[S:9][CH:10]=1)=O)C.[NH3:40], predict the reaction product. (2) Given the reactants C(OC(=O)[NH:7][C@H:8]([C:10]1[N:14]([C:15]2[CH:16]=[N:17][C:18]([O:21][CH3:22])=[CH:19][CH:20]=2)[C:13]2[CH:23]=[C:24]([F:27])[CH:25]=[CH:26][C:12]=2[N:11]=1)[CH3:9])(C)(C)C, predict the reaction product. The product is: [F:27][C:24]1[CH:25]=[CH:26][C:12]2[N:11]=[C:10]([C@@H:8]([NH2:7])[CH3:9])[N:14]([C:15]3[CH:16]=[N:17][C:18]([O:21][CH3:22])=[CH:19][CH:20]=3)[C:13]=2[CH:23]=1. (3) Given the reactants [CH2:1]([O:3][C:4]([CH:6]1[O:10][N:9]=[C:8]([C:11]([CH3:14])([CH3:13])[CH3:12])[CH:7]1[C:15]#[N:16])=[O:5])[CH3:2].C(C1C(=O)C(Cl)=C(Cl)C(=O)C=1C#N)#N, predict the reaction product. The product is: [CH2:1]([O:3][C:4]([C:6]1[O:10][N:9]=[C:8]([C:11]([CH3:13])([CH3:12])[CH3:14])[C:7]=1[C:15]#[N:16])=[O:5])[CH3:2]. (4) Given the reactants C([Li])CCC.C([Sn](CCCC)(CCCC)[CH2:11][O:12][CH2:13][O:14][CH3:15])CCC.[Br:24][C:25]1[CH:30]=[CH:29][C:28]([NH:31][C:32]2[C:40]([CH:41]=[O:42])=[C:39]3[N:35]([CH2:36][CH2:37][CH2:38]3)[C:34](=[O:43])[C:33]=2[F:44])=[C:27]([F:45])[CH:26]=1, predict the reaction product. The product is: [Br:24][C:25]1[CH:30]=[CH:29][C:28]([NH:31][C:32]2[C:40]([CH:41]([OH:42])[CH2:11][O:12][CH2:13][O:14][CH3:15])=[C:39]3[N:35]([CH2:36][CH2:37][CH2:38]3)[C:34](=[O:43])[C:33]=2[F:44])=[C:27]([F:45])[CH:26]=1. (5) Given the reactants C([Li])(C)(C)C.CCCCC.[C:11]([O:15][C:16]([N:18]1[C:26]2[C:21](=[CH:22][C:23]([O:27][Si:28]([C:31]([CH3:34])([CH3:33])[CH3:32])([CH3:30])[CH3:29])=[CH:24][CH:25]=2)[CH:20]=[CH:19]1)=[O:17])([CH3:14])([CH3:13])[CH3:12].C[O:36][B:37](OC)[O:38]C.S([O-])(O)(=O)=O.[K+], predict the reaction product. The product is: [C:11]([O:15][C:16]([N:18]1[C:26]2[C:21](=[CH:22][C:23]([O:27][Si:28]([C:31]([CH3:34])([CH3:33])[CH3:32])([CH3:29])[CH3:30])=[CH:24][CH:25]=2)[CH:20]=[C:19]1[B:37]([OH:38])[OH:36])=[O:17])([CH3:14])([CH3:13])[CH3:12]. (6) Given the reactants [Cl:1][C:2]1[N:10]=[C:9]2[C:5]([N:6]=[CH:7][N:8]2[CH:11]2[CH2:15][CH2:14][CH2:13][CH2:12]2)=[C:4](Cl)[N:3]=1.[CH3:17][O:18][C:19]1[CH:26]=[C:25]([O:27][CH3:28])[CH:24]=[CH:23][C:20]=1[CH2:21][NH2:22], predict the reaction product. The product is: [Cl:1][C:2]1[N:10]=[C:9]2[C:5]([N:6]=[CH:7][N:8]2[CH:11]2[CH2:15][CH2:14][CH2:13][CH2:12]2)=[C:4]([NH:22][CH2:21][C:20]2[CH:23]=[CH:24][C:25]([O:27][CH3:28])=[CH:26][C:19]=2[O:18][CH3:17])[N:3]=1. (7) Given the reactants [O:1]=[C:2]1[NH:7][C:6](=[O:8])[CH:5]=[N:4][N:3]1[C:9]1[CH:10]=[CH:11][C:12]([CH3:27])=[C:13]([CH:26]=1)[C:14]([NH:16][CH2:17][C:18]1([OH:25])[CH2:24][CH2:23][CH2:22][CH2:21][CH2:20][CH2:19]1)=[O:15].C([O-])([O-])=O.[Cs+].[Cs+].Br[CH2:35][C:36]([NH2:38])=[O:37], predict the reaction product. The product is: [C:36]([CH2:35][N:7]1[C:6](=[O:8])[CH:5]=[N:4][N:3]([C:9]2[CH:10]=[CH:11][C:12]([CH3:27])=[C:13]([CH:26]=2)[C:14]([NH:16][CH2:17][C:18]2([OH:25])[CH2:24][CH2:23][CH2:22][CH2:21][CH2:20][CH2:19]2)=[O:15])[C:2]1=[O:1])(=[O:37])[NH2:38].